Dataset: Forward reaction prediction with 1.9M reactions from USPTO patents (1976-2016). Task: Predict the product of the given reaction. (1) The product is: [NH2:1][C:2]([C:4]1[CH:5]=[N:6][C:7]2[C:12]([C:13]=1[NH:14][C:15]1[CH:16]=[C:17]([C:25]([OH:27])=[O:26])[CH:18]=[C:19]([C:21]([OH:23])=[O:22])[CH:20]=1)=[CH:11][CH:10]=[C:9]([C:29]1[C:33]([CH3:34])=[N:32][NH:31][C:30]=1[CH3:35])[CH:8]=2)=[O:3]. Given the reactants [NH2:1][C:2]([C:4]1[CH:5]=[N:6][C:7]2[C:12]([C:13]=1[NH:14][C:15]1[CH:16]=[C:17]([C:25]([O:27]C)=[O:26])[CH:18]=[C:19]([C:21]([O:23]C)=[O:22])[CH:20]=1)=[CH:11][CH:10]=[C:9]([C:29]1[C:30]([CH3:35])=[N:31][NH:32][C:33]=1[CH3:34])[CH:8]=2)=[O:3].[OH-].[Na+], predict the reaction product. (2) Given the reactants Cl.[NH2:2]O.[CH:4]([C:6]1[S:10][CH:9]=[C:8]([N:11]([C:20]([O:22][C:23]([CH3:26])([CH3:25])[CH3:24])=[O:21])[NH:12][C:13]([O:15][C:16]([CH3:19])([CH3:18])[CH3:17])=[O:14])[CH:7]=1)=O.C(OC(=O)C)(=O)C, predict the reaction product. The product is: [C:4]([C:6]1[S:10][CH:9]=[C:8]([N:11]([C:20]([O:22][C:23]([CH3:26])([CH3:25])[CH3:24])=[O:21])[NH:12][C:13]([O:15][C:16]([CH3:19])([CH3:18])[CH3:17])=[O:14])[CH:7]=1)#[N:2]. (3) Given the reactants Br[C:2]1[CH:7]=[CH:6][C:5]([C@H:8]([C:20]2[CH:25]=[CH:24][CH:23]=[CH:22][C:21]=2[CH3:26])[CH2:9][C:10]([C:12]2[CH:13]=[CH:14][C:15](=[O:19])[N:16]([CH3:18])[CH:17]=2)=[O:11])=[CH:4][CH:3]=1.[NH:27]1[CH2:32][CH2:31][CH:30]([C:33]([O:35][CH2:36][CH3:37])=[O:34])[CH2:29][CH2:28]1.CC(C)([O-])C.[Na+].C1(P(C2CCCCC2)C2C=CC=CC=2C2C(C(C)C)=CC(C(C)C)=CC=2C(C)C)CCCCC1, predict the reaction product. The product is: [CH3:18][N:16]1[C:15](=[O:19])[CH:14]=[CH:13][C:12]([C:10](=[O:11])[CH2:9][C@H:8]([C:5]2[CH:4]=[CH:3][C:2]([N:27]3[CH2:32][CH2:31][CH:30]([C:33]([O:35][CH2:36][CH3:37])=[O:34])[CH2:29][CH2:28]3)=[CH:7][CH:6]=2)[C:20]2[CH:25]=[CH:24][CH:23]=[CH:22][C:21]=2[CH3:26])=[CH:17]1.[CH3:18][N:16]1[CH:17]=[C:12]([C:10](=[O:11])[CH2:9][C@H:8]([C:5]2[CH:4]=[CH:3][CH:2]=[CH:7][CH:6]=2)[C:20]2[CH:25]=[CH:24][CH:23]=[CH:22][C:21]=2[CH3:26])[CH:13]=[CH:14][C:15]1=[O:19]. (4) Given the reactants [NH2:1][NH:2][C:3]([NH:6][CH3:7])=[N:4][CH3:5].Cl.[C:9](Cl)(=O)[C:10]1[CH:15]=[CH:14][CH:13]=[N:12][CH:11]=1.C([O-])([O-])=O.[K+].[K+], predict the reaction product. The product is: [CH3:7][NH:6][C:3]1[N:4]([CH3:5])[C:9]([C:10]2[CH:11]=[N:12][CH:13]=[CH:14][CH:15]=2)=[N:1][N:2]=1. (5) Given the reactants [CH:1]([C:3]1[S:4][CH:5]=[C:6]([C:8]#[N:9])[CH:7]=1)=O.C(C1SC(C#[N:18])=CC=1)=O, predict the reaction product. The product is: [NH2:18][CH2:1][C:3]1[S:4][CH:5]=[C:6]([C:8]#[N:9])[CH:7]=1.